From a dataset of Forward reaction prediction with 1.9M reactions from USPTO patents (1976-2016). Predict the product of the given reaction. (1) Given the reactants [Cl:1][C:2]1[CH:7]=[CH:6][C:5]([OH:8])=[CH:4][C:3]=1[I:9].F[C:11]1[CH:18]=[CH:17][C:14]([C:15]#[N:16])=[CH:13][CH:12]=1.C(=O)([O-])[O-].[Cs+].[Cs+], predict the reaction product. The product is: [Cl:1][C:2]1[CH:7]=[CH:6][C:5]([O:8][C:11]2[CH:18]=[CH:17][C:14]([C:15]#[N:16])=[CH:13][CH:12]=2)=[CH:4][C:3]=1[I:9]. (2) Given the reactants [Br:1][C:2]1[CH:7]=[CH:6][C:5]([OH:8])=[CH:4][C:3]=1[CH3:9].[C:10]([O-])([O-])=O.[K+].[K+], predict the reaction product. The product is: [Br:1][C:2]1[CH:7]=[CH:6][C:5]([O:8][CH3:10])=[CH:4][C:3]=1[CH3:9]. (3) Given the reactants [C:1]([C:11]1[S:12][CH:13]=[CH:14][CH:15]=1)#[C:2][CH2:3][CH2:4][CH2:5][CH2:6][CH2:7][CH2:8][CH2:9][CH3:10].C([Li])CCC.C[Sn:22](Cl)(C)C.[Li], predict the reaction product. The product is: [SnH3:22][SH:12]1[C:11]([C:1]#[C:2][CH2:3][CH2:4][CH2:5][CH2:6][CH2:7][CH2:8][CH2:9][CH3:10])=[CH:15][CH:14]=[CH:13]1.